From a dataset of Full USPTO retrosynthesis dataset with 1.9M reactions from patents (1976-2016). Predict the reactants needed to synthesize the given product. (1) The reactants are: [O:1]1[CH2:3][C@H:2]1[CH2:4][O:5][C:6]1[CH:14]=[CH:13][CH:12]=[C:11]2[C:7]=1[CH:8]=[CH:9][NH:10]2.Cl.[NH2:16][C@@H:17]([CH2:20][C:21]1[CH:26]=[CH:25][C:24]([OH:27])=[CH:23][CH:22]=1)[CH2:18][OH:19].C(N(CC)C(C)C)(C)C. Given the product [NH:10]1[C:11]2[C:7](=[C:6]([O:5][CH2:4][C@@H:2]([OH:1])[CH2:3][NH:16][C@@H:17]([CH2:20][C:21]3[CH:22]=[CH:23][C:24]([OH:27])=[CH:25][CH:26]=3)[CH2:18][OH:19])[CH:14]=[CH:13][CH:12]=2)[CH:8]=[CH:9]1, predict the reactants needed to synthesize it. (2) Given the product [ClH:33].[Cl:34][C:28]1[CH:29]=[C:30]([Cl:33])[CH:31]=[CH:32][C:27]=1[CH2:26][CH2:25][CH2:24][O:23][C:22]1[C:17]2[N:18]([CH:1]=[CH:2][N:16]=2)[CH:19]=[CH:20][CH:21]=1, predict the reactants needed to synthesize it. The reactants are: [CH2:1](OC(OCC)CBr)[CH3:2].Cl.C(=O)(O)[O-].[Na+].[NH2:16][C:17]1[C:22]([O:23][CH2:24][CH2:25][CH2:26][C:27]2[CH:32]=[CH:31][C:30]([Cl:33])=[CH:29][C:28]=2[Cl:34])=[CH:21][CH:20]=[CH:19][N:18]=1. (3) Given the product [F:1][C:2]1[C:3]2[CH:13]=[C:12]([C:14]3[CH:19]=[CH:18][CH:17]=[CH:16][CH:15]=3)[CH:11]=[CH:10][C:4]=2[S:5][C:6]=1[C:7]([Cl:24])=[O:8], predict the reactants needed to synthesize it. The reactants are: [F:1][C:2]1[C:3]2[CH:13]=[C:12]([C:14]3[CH:19]=[CH:18][CH:17]=[CH:16][CH:15]=3)[CH:11]=[CH:10][C:4]=2[S:5][C:6]=1[C:7](O)=[O:8].C(Cl)(C([Cl:24])=O)=O.CN(C=O)C. (4) Given the product [C:13]1([CH3:12])[CH:18]=[C:17]([CH3:19])[CH:16]=[C:15]([CH3:20])[C:14]=1[S:21]([N:9]1[CH2:10][CH2:11][CH:6]([N:1]2[CH2:5][CH2:4][CH2:3][CH2:2]2)[CH2:7][CH2:8]1)(=[O:22])=[O:23], predict the reactants needed to synthesize it. The reactants are: [N:1]1([CH:6]2[CH2:11][CH2:10][NH:9][CH2:8][CH2:7]2)[CH2:5][CH2:4][CH2:3][CH2:2]1.[CH3:12][C:13]1[CH:18]=[C:17]([CH3:19])[CH:16]=[C:15]([CH3:20])[C:14]=1[S:21](Cl)(=[O:23])=[O:22]. (5) The reactants are: [F:1][C:2]1[CH:21]=[CH:20][C:19]([F:22])=[CH:18][C:3]=1[CH2:4][CH:5]1[CH2:10][CH:9]([C:11]([OH:13])=O)[CH2:8][CH2:7][N:6]1[C:14]([O:16][CH3:17])=[O:15].N1(C(N2C=CN=C2)=O)C=CN=C1.[CH2:35]([O:37][C:38](=[O:43])[CH2:39][C:40]([O-:42])=O)[CH3:36].[K+].[Cl-].[Mg+2].[Cl-].Cl. Given the product [F:1][C:2]1[CH:21]=[CH:20][C:19]([F:22])=[CH:18][C:3]=1[CH2:4][C@H:5]1[CH2:10][C@H:9]([C:11](=[O:13])[CH2:39][C:38]([O:37][CH2:35][CH3:36])=[O:43])[CH2:8][CH2:7][N:6]1[C:14]([O:16][CH3:17])=[O:15].[F:1][C:2]1[CH:21]=[CH:20][C:19]([F:22])=[CH:18][C:3]=1[CH2:4][C@H:5]1[CH2:10][C@@H:9]([C:40](=[O:42])[CH2:39][C:38]([O:37][CH2:35][CH3:36])=[O:43])[CH2:8][CH2:7][N:6]1[C:14]([O:16][CH3:17])=[O:15], predict the reactants needed to synthesize it. (6) The reactants are: CC(S([NH:7][C@H:8]([C:17]1[CH:22]=[CH:21][C:20]([C:23]([F:26])([F:25])[F:24])=[CH:19][CH:18]=1)[CH2:9][CH2:10][C:11]1[CH:16]=[CH:15][CH:14]=[CH:13][CH:12]=1)=O)(C)C.[ClH:27]. Given the product [ClH:27].[C:11]1([CH2:10][CH2:9][C@H:8]([NH2:7])[C:17]2[CH:22]=[CH:21][C:20]([C:23]([F:25])([F:26])[F:24])=[CH:19][CH:18]=2)[CH:16]=[CH:15][CH:14]=[CH:13][CH:12]=1, predict the reactants needed to synthesize it. (7) Given the product [CH3:18][C:17]([CH3:20])([CH3:19])[CH2:16][C:14]1[N:15]=[C:11]([C:9](=[O:10])[CH2:8][C:5]2[CH:6]=[CH:7][C:2]([N:27]3[CH:31]=[CH:30][CH:29]=[N:28]3)=[CH:3][CH:4]=2)[N:12]([S:21]([N:24]([CH3:26])[CH3:25])(=[O:23])=[O:22])[CH:13]=1, predict the reactants needed to synthesize it. The reactants are: Br[C:2]1[CH:7]=[CH:6][C:5]([CH2:8][C:9]([C:11]2[N:12]([S:21]([N:24]([CH3:26])[CH3:25])(=[O:23])=[O:22])[CH:13]=[C:14]([CH2:16][C:17]([CH3:20])([CH3:19])[CH3:18])[N:15]=2)=[O:10])=[CH:4][CH:3]=1.[NH:27]1[CH:31]=[CH:30][CH:29]=[N:28]1.C(=O)([O-])[O-].[K+].[K+].CN(C)[C@@H]1CCCC[C@H]1N. (8) The reactants are: C([O:3][C:4](=[O:34])[CH2:5][N:6]1[C:14]2[C:9](=[CH:10][CH:11]=[C:12]([O:15][CH2:16][C:17]3[N:18]([CH3:33])[N:19]=[C:20]([C:22]4[CH:27]=[CH:26][C:25]([O:28][C:29]([F:32])([F:31])[F:30])=[CH:24][CH:23]=4)[CH:21]=3)[CH:13]=2)[CH:8]=[CH:7]1)C.[Li+].[OH-]. Given the product [CH3:33][N:18]1[C:17]([CH2:16][O:15][C:12]2[CH:13]=[C:14]3[C:9]([CH:8]=[CH:7][N:6]3[CH2:5][C:4]([OH:34])=[O:3])=[CH:10][CH:11]=2)=[CH:21][C:20]([C:22]2[CH:27]=[CH:26][C:25]([O:28][C:29]([F:32])([F:30])[F:31])=[CH:24][CH:23]=2)=[N:19]1, predict the reactants needed to synthesize it. (9) Given the product [CH2:1]([O:8][C:9](=[O:10])[NH:11][C@@H:12]([CH2:17][CH3:18])[CH:13]=[O:14])[C:2]1[CH:7]=[CH:6][CH:5]=[CH:4][CH:3]=1, predict the reactants needed to synthesize it. The reactants are: [CH2:1]([O:8][C:9]([NH:11][C@@H:12]([CH2:17][CH3:18])[C:13](OC)=[O:14])=[O:10])[C:2]1[CH:7]=[CH:6][CH:5]=[CH:4][CH:3]=1.